From a dataset of Full USPTO retrosynthesis dataset with 1.9M reactions from patents (1976-2016). Predict the reactants needed to synthesize the given product. (1) Given the product [Cl:20][C:21]1[CH:22]=[C:23]([NH:28][C:29](=[S:30])[NH:1][C:2]2[CH:3]=[C:4]([NH:10][C:11]([NH:13][C:14]3[CH:15]=[CH:16][CH:17]=[CH:18][CH:19]=3)=[O:12])[CH:5]=[CH:6][C:7]=2[O:8][CH3:9])[CH:24]=[C:25]([Cl:27])[CH:26]=1, predict the reactants needed to synthesize it. The reactants are: [NH2:1][C:2]1[CH:3]=[C:4]([NH:10][C:11]([NH:13][C:14]2[CH:19]=[CH:18][CH:17]=[CH:16][CH:15]=2)=[O:12])[CH:5]=[CH:6][C:7]=1[O:8][CH3:9].[Cl:20][C:21]1[CH:22]=[C:23]([N:28]=[C:29]=[S:30])[CH:24]=[C:25]([Cl:27])[CH:26]=1. (2) Given the product [C:14]([O:18][C:19](=[O:54])[NH:20][CH:21]1[CH2:26][CH2:25][CH:24]([NH:27][C:28](=[O:53])[C:29]2[CH:34]=[C:33]([O:35][C:36]3[CH:41]=[CH:40][C:39]([C:42]#[N:43])=[CH:38][CH:37]=3)[CH:32]=[C:31]([O:44][CH2:45][C:46]3[CH:51]=[CH:50][CH:49]=[C:48]([NH:52][C:11](=[O:13])[CH2:10][CH2:9][NH:8][C:6]([O:5][C:1]([CH3:2])([CH3:3])[CH3:4])=[O:7])[CH:47]=3)[CH:30]=2)[CH2:23][CH2:22]1)([CH3:17])([CH3:15])[CH3:16], predict the reactants needed to synthesize it. The reactants are: [C:1]([O:5][C:6]([NH:8][CH2:9][CH2:10][C:11]([OH:13])=O)=[O:7])([CH3:4])([CH3:3])[CH3:2].[C:14]([O:18][C:19](=[O:54])[NH:20][CH:21]1[CH2:26][CH2:25][CH:24]([NH:27][C:28](=[O:53])[C:29]2[CH:34]=[C:33]([O:35][C:36]3[CH:41]=[CH:40][C:39]([C:42]#[N:43])=[CH:38][CH:37]=3)[CH:32]=[C:31]([O:44][CH2:45][C:46]3[CH:51]=[CH:50][CH:49]=[C:48]([NH2:52])[CH:47]=3)[CH:30]=2)[CH2:23][CH2:22]1)([CH3:17])([CH3:16])[CH3:15].